This data is from Reaction yield outcomes from USPTO patents with 853,638 reactions. The task is: Predict the reaction yield, written as a fraction of the theoretical maximum amount of product (1.0 means a 100% yield; for example, 0.34 means a 34% yield). (1) The reactants are OC1C=C(N[C:9]2[N:14]=[C:13]([NH:15][C:16]3[CH:21]=[CH:20][CH:19]=[C:18]([OH:22])[CH:17]=3)[C:12]([F:23])=[CH:11][N:10]=2)C=CC=1.[OH:24][C:25]1[C:26]([CH3:32])=[C:27]([CH:29]=[CH:30][CH:31]=1)[NH2:28].Cl[C:34]1N=C(Cl)C(F)=CN=1. No catalyst specified. The product is [OH:24][C:25]1[C:26]([CH3:32])=[C:27]([NH:28][C:9]2[N:14]=[C:13]([NH:15][C:16]3[CH:21]=[CH:20][CH:19]=[C:18]([OH:22])[C:17]=3[CH3:34])[C:12]([F:23])=[CH:11][N:10]=2)[CH:29]=[CH:30][CH:31]=1. The yield is 0.880. (2) The reactants are C[O:2][C:3]([C:5]1[CH:10]=[C:9]([Br:11])[C:8](=[O:12])[N:7]([CH3:13])[C:6]=1[NH:14][C:15]1[CH:20]=[CH:19][C:18]([Br:21])=[CH:17][C:16]=1[F:22])=[O:4].COC(C1C=CC(=O)N(C)C=1NC1C=CC(Br)=CC=1F)=O.BrN1C(=O)CCC1=O. The catalyst is CN(C=O)C. The product is [Br:11][C:9]1[C:8](=[O:12])[N:7]([CH3:13])[C:6]([NH:14][C:15]2[CH:20]=[CH:19][C:18]([Br:21])=[CH:17][C:16]=2[F:22])=[C:5]([C:3]([OH:4])=[O:2])[CH:10]=1. The yield is 0.850. (3) The reactants are C(O[C:4]([C:6]1[C:7]([N:19]([CH2:21][CH3:22])[CH3:20])=[N:8][C:9]([N:13]2[CH2:18][CH2:17][O:16][CH2:15][CH2:14]2)=[CH:10][C:11]=1[CH3:12])=[O:5])C.[F:23][C:24]1[CH:31]=[CH:30][C:27]([CH2:28][NH2:29])=[CH:26][CH:25]=1.[OH-].[Na+].CCOC(C)=O. The catalyst is C1(C)C=CC=CC=1.O. The product is [CH2:21]([N:19]([CH3:20])[C:7]1[C:6]([C:4]([NH:29][CH2:28][C:27]2[CH:30]=[CH:31][C:24]([F:23])=[CH:25][CH:26]=2)=[O:5])=[C:11]([CH3:12])[CH:10]=[C:9]([N:13]2[CH2:14][CH2:15][O:16][CH2:17][CH2:18]2)[N:8]=1)[CH3:22]. The yield is 0.400. (4) The reactants are [C:1]([O:4][C:5]1[C:10]([CH:11]([CH3:13])[CH3:12])=[CH:9][C:8]([OH:14])=[CH:7][C:6]=1[CH:15]([CH3:17])[CH3:16])(=[O:3])[CH3:2].C1N2CN3CN(C2)CN1C3.O.FC(F)(F)[C:31](O)=[O:32]. No catalyst specified. The product is [C:1]([O:4][C:5]1[C:10]([CH:11]([CH3:13])[CH3:12])=[CH:9][C:8]([OH:14])=[C:7]([C:6]=1[CH:15]([CH3:17])[CH3:16])[CH:31]=[O:32])(=[O:3])[CH3:2]. The yield is 0.700. (5) The reactants are [OH-].[Na+].[NH2:3][CH2:4][CH2:5]CCO.I[C:10]1[CH:15]=[CH:14][CH:13]=[CH:12][C:11]=1[O:16][CH3:17].[CH:18]([OH:21])(C)[CH3:19]. The catalyst is [Cl-].[Na+].O.[Cu]I. The product is [CH2:4]([N:3]([C:10]1[CH:15]=[CH:14][CH:13]=[CH:12][C:11]=1[O:16][CH3:17])[CH2:19][CH2:18][OH:21])[CH3:5]. The yield is 0.720. (6) The reactants are [C:1]([C:3]1[C:4]([I:18])=[C:5]([C:14]([O:16]C)=[O:15])[S:6][C:7]=1[N:8]1[CH2:13][CH2:12][O:11][CH2:10][CH2:9]1)#[N:2].[OH-].[Na+]. The catalyst is C1COCC1.O. The product is [C:1]([C:3]1[C:4]([I:18])=[C:5]([C:14]([OH:16])=[O:15])[S:6][C:7]=1[N:8]1[CH2:13][CH2:12][O:11][CH2:10][CH2:9]1)#[N:2]. The yield is 0.820. (7) The reactants are BrCCBr.C[Si](Cl)(C)C.[CH3:10][O:11][C:12](=[O:21])/[C:13](/I)=[CH:14]\[CH:15]1[CH2:19][CH2:18][CH2:17][CH2:16]1.C1(P(C2C=CC=CC=2)C2C=CC=CC=2)C=CC=CC=1.Br[C:42]1[CH:47]=[CH:46][C:45]([N:48]2[C:52]([CH3:53])=[N:51][N:50]=[N:49]2)=[C:44]([C:54]([F:57])([F:56])[F:55])[CH:43]=1.[Cl-].[NH4+]. The catalyst is O1CCCC1.[Zn].C1C=CC(/C=C/C(/C=C/C2C=CC=CC=2)=O)=CC=1.C1C=CC(/C=C/C(/C=C/C2C=CC=CC=2)=O)=CC=1.[Pd]. The product is [CH3:10][O:11][C:12](=[O:21])/[C:13](/[C:42]1[CH:47]=[CH:46][C:45]([N:48]2[C:52]([CH3:53])=[N:51][N:50]=[N:49]2)=[C:44]([C:54]([F:57])([F:56])[F:55])[CH:43]=1)=[CH:14]/[CH:15]1[CH2:19][CH2:18][CH2:17][CH2:16]1. The yield is 0.776. (8) The reactants are CN(C=O)C.[C:6]([OH:14])(=O)[C:7]1[CH:12]=[CH:11][N:10]=[CH:9][CH:8]=1.C(C1NC=CN=1)(C1NC=CN=1)=O.Cl.[NH2:28][CH2:29][C:30]([NH2:32])=[O:31]. The catalyst is C(#N)C.C1COCC1. The product is [C:30]([CH2:29][NH:28][C:6](=[O:14])[C:7]1[CH:8]=[CH:9][N:10]=[CH:11][CH:12]=1)(=[O:31])[NH2:32]. The yield is 0.726. (9) The reactants are [Br:1][C:2]1[CH:7]=[CH:6][C:5]([CH2:8][CH2:9][CH2:10]O)=[CH:4][CH:3]=1.[C:12]1(=[O:22])[C:20]2[C:15](=[CH:16][CH:17]=[CH:18][CH:19]=2)[C:14](=[O:21])[NH:13]1.C1(P(C2C=CC=CC=2)C2C=CC=CC=2)C=CC=CC=1.N(C(OC(C)C)=O)=NC(OC(C)C)=O. No catalyst specified. The product is [Br:1][C:2]1[CH:3]=[CH:4][C:5]([CH2:8][CH2:9][CH2:10][N:13]2[C:14](=[O:21])[C:15]3[C:20](=[CH:19][CH:18]=[CH:17][CH:16]=3)[C:12]2=[O:22])=[CH:6][CH:7]=1. The yield is 0.870. (10) The reactants are [NH2:1][C:2]1[CH:7]=[CH:6][C:5]([OH:8])=[CH:4][C:3]=1[Cl:9].[H-].[Na+].[CH2:12]([O:19][C:20]1[CH:29]=[C:28]2[C:23]([C:24](Cl)=[CH:25][CH:26]=[N:27]2)=[CH:22][C:21]=1[C:31]([O:33][CH3:34])=[O:32])[C:13]1[CH:18]=[CH:17][CH:16]=[CH:15][CH:14]=1.C(OCC)(=O)C. The yield is 0.733. The product is [NH2:1][C:2]1[CH:7]=[CH:6][C:5]([O:8][C:24]2[C:23]3[C:28](=[CH:29][C:20]([O:19][CH2:12][C:13]4[CH:18]=[CH:17][CH:16]=[CH:15][CH:14]=4)=[C:21]([C:31]([O:33][CH3:34])=[O:32])[CH:22]=3)[N:27]=[CH:26][CH:25]=2)=[CH:4][C:3]=1[Cl:9]. The catalyst is CS(C)=O.O.